Dataset: Full USPTO retrosynthesis dataset with 1.9M reactions from patents (1976-2016). Task: Predict the reactants needed to synthesize the given product. (1) Given the product [NH:10]1[CH2:11][CH2:12][O:13][C@@H:8]([C:5]2[CH:6]=[CH:7][C:2]([NH2:1])=[CH:3][CH:4]=2)[CH2:9]1, predict the reactants needed to synthesize it. The reactants are: [NH2:1][C:2]1[CH:7]=[CH:6][C:5]([C@@H:8]2[O:13][CH2:12][CH2:11][N:10]([C@@H](C3C=CC=CC=3)C)[CH2:9]2)=[CH:4][CH:3]=1.C([O-])=O.[NH4+].O1CCCC1.CO. (2) Given the product [Cl:27][CH:28]([Cl:32])[C:29]([NH:1][C@H:2]([C@H:8]([C:10]1[CH:11]=[CH:12][C:13]([S:16]([CH3:19])(=[O:18])=[O:17])=[CH:14][CH:15]=1)[OH:9])[C:3]([O:5][CH2:6][CH3:7])=[O:4])=[O:30], predict the reactants needed to synthesize it. The reactants are: [NH2:1][C@H:2]([C@H:8]([C:10]1[CH:15]=[CH:14][C:13]([S:16]([CH3:19])(=[O:18])=[O:17])=[CH:12][CH:11]=1)[OH:9])[C:3]([O:5][CH2:6][CH3:7])=[O:4].C(N(CC)CC)C.[Cl:27][CH:28]([Cl:32])[C:29](Cl)=[O:30].